Dataset: CYP3A4 inhibition data for predicting drug metabolism from PubChem BioAssay. Task: Regression/Classification. Given a drug SMILES string, predict its absorption, distribution, metabolism, or excretion properties. Task type varies by dataset: regression for continuous measurements (e.g., permeability, clearance, half-life) or binary classification for categorical outcomes (e.g., BBB penetration, CYP inhibition). Dataset: cyp3a4_veith. (1) The compound is O=c1c(-c2ccc(F)cc2)nc2cnc(N3CCOCC3)nc2n1-c1ccccc1. The result is 0 (non-inhibitor). (2) The molecule is COC(=O)c1cn(NC(=O)c2ccc(F)cc2)c(=O)c2ccccc12. The result is 0 (non-inhibitor). (3) The compound is COC(=O)N1CCC2(CC1)CN(C(=O)Nc1cccc(C#N)c1)C2. The result is 0 (non-inhibitor). (4) The molecule is CC(C)(S)[C@H](N)C(=O)O. The result is 0 (non-inhibitor). (5) The molecule is c1ccc2nc(C3=NCCN3)ccc2c1. The result is 0 (non-inhibitor). (6) The drug is CCOc1ccc2c(ccc(/C=C\c3cc(C)c4cccnc4c3O)[n+]2C)c1. The result is 0 (non-inhibitor). (7) The compound is CN(C)C(=O)c1ccc(-c2cncnc2NC2CCNCC2)cc1. The result is 0 (non-inhibitor). (8) The molecule is Cc1ccc(-c2[nH]n3c(=O)c4c(nc3c2C)CCCC4)cc1. The result is 1 (inhibitor). (9) The molecule is O=S(Cc1ccc(Br)cc1)Cc1nnc(SCc2ccc(Cl)cc2)n1-c1ccccc1. The result is 1 (inhibitor). (10) The drug is CS(=O)(=O)N1N=C(c2ccc(Br)cc2)CC1c1ccc2c(c1)OCO2. The result is 1 (inhibitor).